This data is from Reaction yield outcomes from USPTO patents with 853,638 reactions. The task is: Predict the reaction yield, written as a fraction of the theoretical maximum amount of product (1.0 means a 100% yield; for example, 0.34 means a 34% yield). (1) The reactants are [F:1][C:2]([F:40])([F:39])[C:3]1[CH:4]=[C:5]([CH:32]=[C:33]([C:35]([F:38])([F:37])[F:36])[CH:34]=1)[C:6]([N:8]1[CH2:13][CH2:12][C@H:11]([N:14]2[CH2:19][CH2:18][N:17](C(=O)C(F)(F)F)[CH2:16][CH2:15]2)[C@H:10]([C:26]2[CH:31]=[CH:30][CH:29]=[CH:28][CH:27]=2)[CH2:9]1)=[O:7].O.C(=O)([O-])[O-].[K+].[K+]. The catalyst is CO. The product is [F:39][C:2]([F:1])([F:40])[C:3]1[CH:4]=[C:5]([C:6]([N:8]2[CH2:13][CH2:12][C@H:11]([N:14]3[CH2:19][CH2:18][NH:17][CH2:16][CH2:15]3)[C@H:10]([C:26]3[CH:31]=[CH:30][CH:29]=[CH:28][CH:27]=3)[CH2:9]2)=[O:7])[CH:32]=[C:33]([C:35]([F:36])([F:37])[F:38])[CH:34]=1. The yield is 0.980. (2) The reactants are [C:1]([O:5][C:6]([N:8]1[CH2:13][CH2:12][CH2:11][CH:10]([O:14][C:15]2[CH:20]=[C:19]([NH2:21])[CH:18]=[C:17]([F:22])[CH:16]=2)[CH2:9]1)=[O:7])([CH3:4])([CH3:3])[CH3:2].C(OC(N1CCC[C@H](O[C:37]2[CH:42]=[C:41]([N+:43]([O-])=O)[CH:40]=[C:39](F)[CH:38]=2)C1)=O)(C)(C)C. The catalyst is [OH-].[OH-].[Pd+2].CO. The product is [C:1]([O:5][C:6]([N:8]1[CH2:13][CH2:12][CH2:11][C@H:10]([O:14][C:15]2[CH:20]=[C:19]([NH2:21])[CH:18]=[C:17]([F:22])[CH:16]=2)[CH2:9]1)=[O:7])([CH3:4])([CH3:2])[CH3:3].[NH2:43][C:41]1[CH:42]=[CH:37][CH:38]=[CH:39][CH:40]=1. The yield is 1.00. (3) The reactants are [Cl:1][C:2]1[CH:3]=[C:4]([NH2:18])[C:5]([NH2:17])=[CH:6][C:7]=1[O:8][C:9]1[CH:14]=[CH:13][C:12]([F:15])=[CH:11][C:10]=1[F:16].O.C(=O)(O)[O-].[Na+].[F:25][C:26]([F:34])([F:33])[C:27]([F:32])([F:31])[C:28](O)=O. No catalyst specified. The product is [Cl:1][C:2]1[C:7]([O:8][C:9]2[CH:14]=[CH:13][C:12]([F:15])=[CH:11][C:10]=2[F:16])=[CH:6][C:5]2[NH:17][C:28]([C:27]([F:32])([F:31])[C:26]([F:34])([F:33])[F:25])=[N:18][C:4]=2[CH:3]=1. The yield is 0.160. (4) The reactants are Br[C:2]1[CH:7]=[CH:6][CH:5]=[CH:4][C:3]=1[CH2:8][CH3:9].C([Li])CCC.C([O:17][B:18](OCC)[O:19]CC)C. The catalyst is O1CCCC1. The product is [CH2:8]([C:3]1[CH:4]=[CH:5][CH:6]=[CH:7][C:2]=1[B:18]([OH:19])[OH:17])[CH3:9]. The yield is 0.920. (5) The reactants are [CH2:1]([O:3][C:4]1[CH:5]=[C:6]2[C:11](=[C:12]([NH2:14])[N:13]=1)[N:10]=[CH:9][CH:8]=[CH:7]2)[CH3:2].C(O)(=O)C.[Br:19]Br.C([O-])(O)=O.[Na+]. The catalyst is C(Cl)(Cl)(Cl)Cl. The product is [Br:19][C:5]1[C:4]([O:3][CH2:1][CH3:2])=[N:13][C:12]([NH2:14])=[C:11]2[C:6]=1[CH:7]=[CH:8][CH:9]=[N:10]2. The yield is 0.650. (6) The yield is 0.990. The reactants are [Cl:1][C:2]1[CH:3]=[CH:4][C:5]([CH3:11])=[C:6]([CH:10]=1)[C:7]([OH:9])=[O:8].OS(O)(=O)=O.[N+:17]([O-])([OH:19])=[O:18]. No catalyst specified. The product is [Cl:1][C:2]1[CH:3]=[C:4]([N+:17]([O-:19])=[O:18])[C:5]([CH3:11])=[C:6]([CH:10]=1)[C:7]([OH:9])=[O:8]. (7) The reactants are C([O:4][CH2:5][C:6]([CH3:50])([CH3:49])[CH2:7][N:8]1[C:14]2[CH:15]=[CH:16][C:17]([Cl:19])=[CH:18][C:13]=2[C@@H:12]([C:20]2[CH:25]=[CH:24][CH:23]=[C:22]([O:26][CH3:27])[C:21]=2[O:28][CH3:29])[O:11][C@H:10]([CH2:30][C:31]([NH:33][C:34]2[CH:39]=[CH:38][C:37]([CH2:40][CH2:41][CH2:42][C:43]([O:45]CC)=[O:44])=[CH:36][CH:35]=2)=[O:32])[C:9]1=[O:48])(=O)C.[OH-].[Na+].C(O)C. The catalyst is O. The product is [Cl:19][C:17]1[CH:16]=[CH:15][C:14]2[N:8]([CH2:7][C:6]([CH3:49])([CH3:50])[CH2:5][OH:4])[C:9](=[O:48])[C@@H:10]([CH2:30][C:31]([NH:33][C:34]3[CH:39]=[CH:38][C:37]([CH2:40][CH2:41][CH2:42][C:43]([OH:45])=[O:44])=[CH:36][CH:35]=3)=[O:32])[O:11][C@H:12]([C:20]3[CH:25]=[CH:24][CH:23]=[C:22]([O:26][CH3:27])[C:21]=3[O:28][CH3:29])[C:13]=2[CH:18]=1. The yield is 0.920.